This data is from Reaction yield outcomes from USPTO patents with 853,638 reactions. The task is: Predict the reaction yield, written as a fraction of the theoretical maximum amount of product (1.0 means a 100% yield; for example, 0.34 means a 34% yield). The reactants are [CH2:1]([O:3][C:4](=[O:27])[C@@H:5]([CH2:12][C:13]1[CH:18]=[C:17]([CH3:19])[C:16]([NH2:20])=[C:15]([CH3:21])[C:14]=1[CH2:22][O:23]C(=O)C)[CH2:6][C:7]([O:9][CH2:10]C)=[O:8])C.COC(=O)[C@@H](CC1C(CO)=C2C(=CC=1)N[N:42]=C2)CC(OC)=O. No catalyst specified. The product is [CH3:19][C:17]1[CH:18]=[C:13]([CH2:12][C@@H:5]([CH2:6][C:7]([O:9][CH3:10])=[O:8])[C:4]([O:3][CH3:1])=[O:27])[C:14]([CH2:22][OH:23])=[C:15]2[C:16]=1[NH:20][N:42]=[CH:21]2. The yield is 0.980.